Predict the reactants needed to synthesize the given product. From a dataset of Full USPTO retrosynthesis dataset with 1.9M reactions from patents (1976-2016). (1) Given the product [ClH:1].[Cl:1][C:2]1[S:6][C:5](/[CH:7]=[CH:8]/[S:9]([NH:12][C@H:13]2[CH2:17][CH2:16][N:15]([C:18]3[CH:19]=[C:20]4[C:25](=[CH:26][CH:27]=3)[CH2:24][NH:23][CH:22]([CH3:35])[CH2:21]4)[C:14]2=[O:36])(=[O:10])=[O:11])=[CH:4][CH:3]=1, predict the reactants needed to synthesize it. The reactants are: [Cl:1][C:2]1[S:6][C:5](/[CH:7]=[CH:8]/[S:9]([NH:12][C@H:13]2[CH2:17][CH2:16][N:15]([C:18]3[CH:19]=[C:20]4[C:25](=[CH:26][CH:27]=3)[CH2:24][N:23](C(OC(C)(C)C)=O)[CH:22]([CH3:35])[CH2:21]4)[C:14]2=[O:36])(=[O:11])=[O:10])=[CH:4][CH:3]=1.C(Cl)Cl. (2) Given the product [NH2:2][C:3]1[N:8]=[C:7]([CH2:9][N:10]2[C:18]3[C:13](=[CH:14][CH:15]=[C:16]([O:19][CH2:28][CH2:29][CH2:30][C:31]#[N:32])[CH:17]=3)[CH:12]=[C:11]2[C:20]2[CH:25]=[CH:24][CH:23]=[CH:22][C:21]=2[Cl:26])[CH:6]=[CH:5][CH:4]=1, predict the reactants needed to synthesize it. The reactants are: Cl.[NH2:2][C:3]1[N:8]=[C:7]([CH2:9][N:10]2[C:18]3[C:13](=[CH:14][CH:15]=[C:16]([OH:19])[CH:17]=3)[CH:12]=[C:11]2[C:20]2[CH:25]=[CH:24][CH:23]=[CH:22][C:21]=2[Cl:26])[CH:6]=[CH:5][CH:4]=1.Br[CH2:28][CH2:29][CH2:30][C:31]#[N:32].C([O-])([O-])=O.[Cs+].[Cs+]. (3) Given the product [OH:51][C:37]1[C:36]([CH3:35])=[C:43]([O:44][CH:45]2[CH2:50][CH2:49][CH2:48][CH2:47][O:46]2)[CH:42]=[CH:41][C:38]=1[CH:39]=[O:40], predict the reactants needed to synthesize it. The reactants are: OC1C(C)=C(O)C=CC=1C=O.O1C=CCCC1.C1(C)C=CC(S([O-])(=O)=O)=CC=1.[NH+]1C=CC=CC=1.[CH3:35][C:36]1[C:37]([O:51]C2CCCCO2)=[C:38]([CH:41]=[CH:42][C:43]=1[O:44][CH:45]1[CH2:50][CH2:49][CH2:48][CH2:47][O:46]1)[CH:39]=[O:40]. (4) Given the product [CH3:2][O:3][C:4]([C:6]1[N:7]([CH3:13])[C:8]([CH2:11][N:15]([CH3:16])[CH3:14])=[N:9][CH:10]=1)=[O:5], predict the reactants needed to synthesize it. The reactants are: Cl.[CH3:2][O:3][C:4]([C:6]1[N:7]([CH3:13])[C:8]([CH2:11]Cl)=[N:9][CH:10]=1)=[O:5].[CH3:14][NH:15][CH3:16]. (5) Given the product [CH3:1][O:2][C:3](=[O:33])[C:4]1[CH:9]=[CH:8][C:7]([N:10]([C:11]2[N:12]=[CH:13][C:14]3[N:20]([CH3:21])[C:19](=[O:22])[CH:18]([CH3:23])[CH2:17][N:16]([CH:24]4[CH2:25][CH2:26][CH2:27][CH2:28][CH2:29]4)[C:15]=3[N:30]=2)[CH3:35])=[C:6]([O:31][CH3:32])[CH:5]=1, predict the reactants needed to synthesize it. The reactants are: [CH3:1][O:2][C:3](=[O:33])[C:4]1[CH:9]=[CH:8][C:7]([NH:10][C:11]2[N:12]=[CH:13][C:14]3[N:20]([CH3:21])[C:19](=[O:22])[CH:18]([CH3:23])[CH2:17][N:16]([CH:24]4[CH2:29][CH2:28][CH2:27][CH2:26][CH2:25]4)[C:15]=3[N:30]=2)=[C:6]([O:31][CH3:32])[CH:5]=1.I[CH3:35].[H-].[Na+]. (6) Given the product [C:6]([NH2:8])(=[O:7])[C:5]1[CH:26]=[CH:27][CH:2]=[N:3][CH:4]=1, predict the reactants needed to synthesize it. The reactants are: Cl[C:2]1[CH:27]=[CH:26][C:5]([C:6]([NH:8]C2C=CC(Cl)=C(NC(=O)C3C=CC=C(F)C=3)C=2)=[O:7])=[CH:4][N:3]=1.C(N1CCNCC1)(=O)C. (7) Given the product [F:39][C:36]([F:37])([F:38])[C:34]1[CH:35]=[C:30]([CH:31]=[C:32]([C:40]([F:41])([F:42])[F:43])[CH:33]=1)[C:29]([N:26]1[CH2:27][CH2:28][N:23]([CH2:16][C:17]2[CH:22]=[CH:21][CH:20]=[CH:19][CH:18]=2)[CH2:24][C@H:25]1[CH2:45][C:46]1[CH:51]=[CH:50][C:49]([O:6][S:7]([C:10]([F:11])([F:12])[F:13])(=[O:8])=[O:9])=[C:48]([O:53][CH3:54])[CH:47]=1)=[O:44], predict the reactants needed to synthesize it. The reactants are: FC(F)(F)S([O:6][S:7]([C:10]([F:13])([F:12])[F:11])(=[O:9])=[O:8])(=O)=O.[CH2:16]([N:23]1[CH2:28][CH2:27][N:26]([C:29](=[O:44])[C:30]2[CH:35]=[C:34]([C:36]([F:39])([F:38])[F:37])[CH:33]=[C:32]([C:40]([F:43])([F:42])[F:41])[CH:31]=2)[C@H:25]([CH2:45][C:46]2[CH:51]=[CH:50][C:49](O)=[C:48]([O:53][CH3:54])[CH:47]=2)[CH2:24]1)[C:17]1[CH:22]=[CH:21][CH:20]=[CH:19][CH:18]=1.N1C(C)=CC=CC=1C.Cl. (8) Given the product [CH3:1][O:2][C:3]1[CH:4]=[C:5]2[C:10](=[CH:11][C:12]=1[O:13][CH3:14])[N:9]=[CH:8][CH:7]=[C:6]2[O:15][C:16]1[CH:22]=[CH:21][C:19]([NH:20][C:32]([NH:27][CH2:30][CH2:37][CH2:38][C:39]([N:40]2[CH:44]=[CH:43][N:42]=[CH:41]2)=[O:48])=[S:33])=[C:18]([CH3:23])[C:17]=1[CH3:24], predict the reactants needed to synthesize it. The reactants are: [CH3:1][O:2][C:3]1[CH:4]=[C:5]2[C:10](=[CH:11][C:12]=1[O:13][CH3:14])[N:9]=[CH:8][CH:7]=[C:6]2[O:15][C:16]1[CH:22]=[CH:21][C:19]([NH2:20])=[C:18]([CH3:23])[C:17]=1[CH3:24].C([N:27]([CH2:30]C)CC)C.[C:32](Cl)(Cl)=[S:33].N[CH2:37][CH2:38][CH2:39][N:40]1[CH:44]=[CH:43][N:42]=[CH:41]1.CN(C)C=[O:48]. (9) Given the product [I:27][C:24]1[CH:23]=[CH:22][C:21]([O:20][C:17]2[CH:18]=[CH:19][C:14]([CH:9]3[C:8](=[O:7])[NH:5][C:3](=[O:4])[NH:2][C:10]3=[O:11])=[CH:15][CH:16]=2)=[CH:26][CH:25]=1, predict the reactants needed to synthesize it. The reactants are: [Na].[NH2:2][C:3]([NH2:5])=[O:4].C[O:7][C:8](=O)[CH:9]([C:14]1[CH:19]=[CH:18][C:17]([O:20][C:21]2[CH:26]=[CH:25][C:24]([I:27])=[CH:23][CH:22]=2)=[CH:16][CH:15]=1)[C:10](OC)=[O:11].Cl. (10) Given the product [C:1]([O:5][C:6](=[O:25])[NH:7][C:8]1[C:12]([C:13]2[N:14]([CH2:23][CH3:24])[C:15]3[C:20]([OH:32])=[CH:19][N:18]=[CH:17][C:16]=3[N:22]=2)=[N:11][O:10][N:9]=1)([CH3:4])([CH3:3])[CH3:2], predict the reactants needed to synthesize it. The reactants are: [C:1]([O:5][C:6](=[O:25])[NH:7][C:8]1[C:12]([C:13]2[N:14]([CH2:23][CH3:24])[C:15]3[C:20](Br)=[CH:19][N:18]=[CH:17][C:16]=3[N:22]=2)=[N:11][O:10][N:9]=1)([CH3:4])([CH3:3])[CH3:2].[Li]CCCC.B(OC)(OC)[O:32]C.OO.